This data is from NCI-60 drug combinations with 297,098 pairs across 59 cell lines. The task is: Regression. Given two drug SMILES strings and cell line genomic features, predict the synergy score measuring deviation from expected non-interaction effect. (1) Drug 1: CN1C2=C(C=C(C=C2)N(CCCl)CCCl)N=C1CCCC(=O)O.Cl. Drug 2: C1=NNC2=C1C(=O)NC=N2. Cell line: NCI-H322M. Synergy scores: CSS=1.49, Synergy_ZIP=-0.692, Synergy_Bliss=-2.44, Synergy_Loewe=-0.0762, Synergy_HSA=-2.93. (2) Drug 1: CC1=C(C=C(C=C1)NC2=NC=CC(=N2)N(C)C3=CC4=NN(C(=C4C=C3)C)C)S(=O)(=O)N.Cl. Drug 2: C1CN(CCN1C(=O)CCBr)C(=O)CCBr. Cell line: MALME-3M. Synergy scores: CSS=10.8, Synergy_ZIP=-3.34, Synergy_Bliss=2.66, Synergy_Loewe=2.76, Synergy_HSA=3.30. (3) Drug 1: C1=C(C(=O)NC(=O)N1)F. Drug 2: C1=CN(C(=O)N=C1N)C2C(C(C(O2)CO)O)O.Cl. Cell line: NCI/ADR-RES. Synergy scores: CSS=35.6, Synergy_ZIP=-14.1, Synergy_Bliss=-13.1, Synergy_Loewe=-6.67, Synergy_HSA=-4.58. (4) Drug 1: CCC1(CC2CC(C3=C(CCN(C2)C1)C4=CC=CC=C4N3)(C5=C(C=C6C(=C5)C78CCN9C7C(C=CC9)(C(C(C8N6C)(C(=O)OC)O)OC(=O)C)CC)OC)C(=O)OC)O.OS(=O)(=O)O. Drug 2: CC12CCC3C(C1CCC2O)C(CC4=C3C=CC(=C4)O)CCCCCCCCCS(=O)CCCC(C(F)(F)F)(F)F. Cell line: NCI-H522. Synergy scores: CSS=10.4, Synergy_ZIP=-0.106, Synergy_Bliss=2.29, Synergy_Loewe=-0.712, Synergy_HSA=4.07.